This data is from Catalyst prediction with 721,799 reactions and 888 catalyst types from USPTO. The task is: Predict which catalyst facilitates the given reaction. (1) Reactant: [Si:1]([O:8][C:9]([CH3:14])([CH3:13])[C@@H:10]([NH2:12])[CH3:11])([C:4]([CH3:7])([CH3:6])[CH3:5])([CH3:3])[CH3:2].Cl[CH2:16][CH2:17][C:18]([C:23]1[CH:28]=[CH:27][CH:26]=[CH:25][CH:24]=1)([OH:22])[CH2:19][CH:20]=[CH2:21].C([O-])([O-])=O.[K+].[K+]. Product: [Si:1]([O:8][C:9]([CH3:13])([CH3:14])[C@@H:10]([NH:12][CH2:16][CH2:17][C:18]([C:23]1[CH:24]=[CH:25][CH:26]=[CH:27][CH:28]=1)([OH:22])[CH2:19][CH:20]=[CH2:21])[CH3:11])([C:4]([CH3:7])([CH3:6])[CH3:5])([CH3:3])[CH3:2]. The catalyst class is: 23. (2) Reactant: [CH3:1][N:2]1[CH:6]=[C:5]([C:7]([O-:9])=[O:8])[CH:4]=[N:3]1.[OH-].[Na+].O. Product: [CH3:1][N:2]1[CH:6]=[C:5]([C:7]([OH:9])=[O:8])[CH:4]=[N:3]1. The catalyst class is: 111. (3) Reactant: S([O-])([O-])=O.[Na+:5].[Na+].[CH:7]1([S:13](Cl)(=[O:15])=[O:14])[CH2:12][CH2:11][CH2:10][CH2:9][CH2:8]1.C(=O)([O-])[O-].[Na+].[Na+]. Product: [CH:7]1([S:13]([O-:15])=[O:14])[CH2:12][CH2:11][CH2:10][CH2:9][CH2:8]1.[Na+:5]. The catalyst class is: 6. (4) Reactant: [NH2:1][C:2]1([CH2:9][C:10]([O:12][CH2:13][CH3:14])=[O:11])[CH2:7][CH2:6][N:5]([CH3:8])[CH2:4][CH2:3]1.CCN(CC)CC.[CH2:22]([C:27]1[CH:32]=[CH:31][C:30]([S:33](Cl)(=[O:35])=[O:34])=[CH:29][CH:28]=1)[CH2:23][CH2:24][CH2:25][CH3:26]. Product: [CH3:8][N:5]1[CH2:4][CH2:3][C:2]([CH2:9][C:10]([O:12][CH2:13][CH3:14])=[O:11])([NH:1][S:33]([C:30]2[CH:31]=[CH:32][C:27]([CH2:22][CH2:23][CH2:24][CH2:25][CH3:26])=[CH:28][CH:29]=2)(=[O:35])=[O:34])[CH2:7][CH2:6]1. The catalyst class is: 2. (5) Reactant: [CH2:1]([N:8]1[C:12]([NH2:13])=[C:11]([C:14]2[CH:19]=[CH:18][C:17]([Br:20])=[C:16]([O:21][CH3:22])[CH:15]=2)[CH:10]=[N:9]1)[C:2]1[CH:7]=[CH:6][CH:5]=[CH:4][CH:3]=1.C=O.O.[C:26](=O)(O)[O-].[Na+]. Product: [CH2:1]([N:8]1[C:12]2[N:13]=[CH:26][C:19]3[CH:18]=[C:17]([Br:20])[C:16]([O:21][CH3:22])=[CH:15][C:14]=3[C:11]=2[CH:10]=[N:9]1)[C:2]1[CH:7]=[CH:6][CH:5]=[CH:4][CH:3]=1. The catalyst class is: 67. (6) Reactant: [C:1]([O:5][C:6]([N:8]1[CH2:13][CH2:12][O:11][CH2:10][C@H:9]1[C:14]([OH:16])=O)=[O:7])([CH3:4])([CH3:3])[CH3:2].[C:17]([NH:20][NH2:21])(=[O:19])[CH3:18].C(N(CC)CC)C.CN(C(ON1N=NC2C=CC=NC1=2)=[N+](C)C)C.F[P-](F)(F)(F)(F)F. Product: [C:17]([NH:20][NH:21][C:14]([C@@H:9]1[CH2:10][O:11][CH2:12][CH2:13][N:8]1[C:6]([O:5][C:1]([CH3:2])([CH3:3])[CH3:4])=[O:7])=[O:16])(=[O:19])[CH3:18]. The catalyst class is: 49.